From a dataset of Catalyst prediction with 721,799 reactions and 888 catalyst types from USPTO. Predict which catalyst facilitates the given reaction. The catalyst class is: 19. Reactant: [N+:1]([C:4]1[CH:9]=[CH:8][C:7]([P:10](=[O:17])([O:14][CH2:15][CH3:16])[O:11][CH2:12][CH3:13])=[CH:6][CH:5]=1)([O-])=O. Product: [NH2:1][C:4]1[CH:9]=[CH:8][C:7]([P:10](=[O:17])([O:11][CH2:12][CH3:13])[O:14][CH2:15][CH3:16])=[CH:6][CH:5]=1.